This data is from Catalyst prediction with 721,799 reactions and 888 catalyst types from USPTO. The task is: Predict which catalyst facilitates the given reaction. (1) Reactant: Cl.C([SiH2][O:7][C:8](C)(C)[CH:9]1[CH2:23][C:12]2=[C:13]3[C:18](=[N:19][CH:20]=[C:11]2[O:10]1)[CH:17]=[CH:16][C:15]([O:21][CH3:22])=[N:14]3)(C)(C)C. Product: [CH3:22][O:21][C:15]1[CH:16]=[CH:17][C:18]2[C:13]([N:14]=1)=[C:12]1[CH2:23][CH:9]([CH2:8][OH:7])[O:10][C:11]1=[CH:20][N:19]=2. The catalyst class is: 5. (2) Reactant: [CH3:1][O:2][C:3]1[CH:4]=[C:5]([C:11]2[N:20]=[C:19]([O:21][CH2:22][C@H:23]3[O:28][CH2:27][CH2:26][NH:25][CH2:24]3)[C:18]3[C:13](=[N:14][CH:15]=[CH:16][N:17]=3)[CH:12]=2)[CH:6]=[CH:7][C:8]=1[O:9][CH3:10].CCN(CC)CC.[N:36]([Si](C)(C)C)=[C:37]=[O:38]. Product: [CH3:1][O:2][C:3]1[CH:4]=[C:5]([C:11]2[N:20]=[C:19]([O:21][CH2:22][C@H:23]3[O:28][CH2:27][CH2:26][N:25]([C:37]([NH2:36])=[O:38])[CH2:24]3)[C:18]3[C:13](=[N:14][CH:15]=[CH:16][N:17]=3)[CH:12]=2)[CH:6]=[CH:7][C:8]=1[O:9][CH3:10]. The catalyst class is: 2. (3) Reactant: [OH:1][C:2]1[CH:11]=[CH:10][C:5]([C:6]([O:8][CH3:9])=[O:7])=[CH:4][CH:3]=1.Br[CH:13]1[CH2:15][CH2:14]1.C([O-])([O-])=O.[K+].[K+]. Product: [CH:13]1([O:1][C:2]2[CH:3]=[CH:4][C:5]([C:6]([O:8][CH3:9])=[O:7])=[CH:10][CH:11]=2)[CH2:15][CH2:14]1. The catalyst class is: 18. (4) Reactant: Br[C:2]1[CH:3]=[C:4]([NH:10][C:11]2[CH:16]=[CH:15][C:14]([N:17]3[CH2:22][CH2:21][N:20]([CH:23]4[CH2:26][O:25][CH2:24]4)[CH2:19][C@@H:18]3[CH2:27][CH3:28])=[CH:13][N:12]=2)[C:5](=[O:9])[N:6]([CH3:8])[CH:7]=1.[B:29]1([B:29]2[O:33][C:32]([CH3:35])([CH3:34])[C:31]([CH3:37])([CH3:36])[O:30]2)[O:33][C:32]([CH3:35])([CH3:34])[C:31]([CH3:37])([CH3:36])[O:30]1.CC(C1C=C(C(C)C)C(C2C=CC=CC=2P(C2CCCCC2)C2CCCCC2)=C(C(C)C)C=1)C.C([O-])(=O)C.[K+]. Product: [CH2:27]([C@H:18]1[CH2:19][N:20]([CH:23]2[CH2:26][O:25][CH2:24]2)[CH2:21][CH2:22][N:17]1[C:14]1[CH:15]=[CH:16][C:11]([NH:10][C:4]2[C:5](=[O:9])[N:6]([CH3:8])[CH:7]=[C:2]([B:29]3[O:33][C:32]([CH3:35])([CH3:34])[C:31]([CH3:37])([CH3:36])[O:30]3)[CH:3]=2)=[N:12][CH:13]=1)[CH3:28]. The catalyst class is: 102. (5) Reactant: Br[C:2]1[CH:7]=[CH:6][C:5]([C:8]2[C:9]3[C:14](C(C4C=CC=CC=4)=[C:16]4[C:21]=2[CH:20]=[CH:19][CH:18]=[CH:17]4)=[CH:13][CH:12]=[CH:11][CH:10]=3)=[CH:4][CH:3]=1.[CH:28]1[C:44]2[C:36]3[C:37]4[CH:43]=[CH:42][CH:41]=[CH:40][C:38]=4[O:39][C:35]=3[C:34](B(O)O)=[CH:33][C:32]=2[CH:31]=[CH:30][CH:29]=1.[C:48]1([CH3:54])[CH:53]=[CH:52][CH:51]=[CH:50][CH:49]=1.C(=O)([O-])[O-].[Na+].[Na+]. Product: [C:48]1([C:54]2[C:16]3[C:21](=[CH:20][CH:19]=[CH:18][CH:17]=3)[C:8]([C:9]3[CH:14]=[CH:13][C:12]([C:34]4[C:35]5[O:39][C:38]6[CH:40]=[CH:41][CH:42]=[CH:43][C:37]=6[C:36]=5[C:44]5[CH:28]=[CH:29][CH:30]=[CH:31][C:32]=5[CH:33]=4)=[CH:11][CH:10]=3)=[C:5]3[C:6]=2[CH:7]=[CH:2][CH:3]=[CH:4]3)[CH:53]=[CH:52][CH:51]=[CH:50][CH:49]=1. The catalyst class is: 461. (6) Reactant: [CH3:1][C:2]1[NH:6][CH:5]=[N:4][C:3]=1[C:7]([C:9]1[CH:18]=[C:17]2[C:12]([CH:13]=[CH:14][CH:15]=[N:16]2)=[CH:11][CH:10]=1)=O.[OH-].[K+].O.NN.Cl. Product: [CH3:1][C:2]1[NH:6][CH:5]=[N:4][C:3]=1[CH2:7][C:9]1[CH:18]=[C:17]2[C:12]([CH:13]=[CH:14][CH:15]=[N:16]2)=[CH:11][CH:10]=1. The catalyst class is: 196. (7) Reactant: CC(C)([O-])C.[K+].[F:7][C:8]1[CH:15]=[C:14]([OH:16])[CH:13]=[CH:12][C:9]=1[CH:10]=[O:11].Br[CH2:18][CH2:19][CH2:20][O:21][C:22]1[CH:27]=[CH:26][C:25]([C:28]2[CH:33]=[CH:32][CH:31]=[CH:30][CH:29]=2)=[CH:24][CH:23]=1. Product: [C:25]1([C:28]2[CH:29]=[CH:30][CH:31]=[CH:32][CH:33]=2)[CH:24]=[CH:23][C:22]([O:21][CH2:20][CH2:19][CH2:18][O:16][C:14]2[CH:13]=[CH:12][C:9]([CH:10]=[O:11])=[C:8]([F:7])[CH:15]=2)=[CH:27][CH:26]=1. The catalyst class is: 18. (8) Reactant: [Cl:1][C:2]1[CH:3]=[C:4]2[C:10]([C:11]3[N:16]=[C:15]([NH:17][C@H:18]4[CH2:23][CH2:22][CH2:21][C@@:20]([CH2:25][C:26]([O:28]CC)=[O:27])([OH:24])[CH2:19]4)[C:14]([F:31])=[CH:13][N:12]=3)=[CH:9][N:8](S(C3C=CC(C)=CC=3)(=O)=O)[C:5]2=[N:6][CH:7]=1.[Li+].[OH-].Cl. Product: [Cl:1][C:2]1[CH:3]=[C:4]2[C:10]([C:11]3[N:16]=[C:15]([NH:17][C@H:18]4[CH2:23][CH2:22][CH2:21][C@@:20]([CH2:25][C:26]([OH:28])=[O:27])([OH:24])[CH2:19]4)[C:14]([F:31])=[CH:13][N:12]=3)=[CH:9][NH:8][C:5]2=[N:6][CH:7]=1. The catalyst class is: 1. (9) Reactant: [C:1]([O:5][C:6]([NH:8][C:9]1[S:13][CH:12]=[N:11][C:10]=1[C:14]([O:16][CH2:17][CH3:18])=[O:15])=[O:7])([CH3:4])([CH3:3])[CH3:2].C1C(=O)N([Br:26])C(=O)C1. Product: [Br:26][C:12]1[S:13][C:9]([NH:8][C:6]([O:5][C:1]([CH3:4])([CH3:3])[CH3:2])=[O:7])=[C:10]([C:14]([O:16][CH2:17][CH3:18])=[O:15])[N:11]=1. The catalyst class is: 2. (10) Reactant: [CH2:1]([N:3]1[C:9](=[O:10])[CH2:8][CH2:7][CH2:6][C:5]2[CH:11]=[CH:12][C:13]([N+:15]([O-])=O)=[CH:14][C:4]1=2)[CH3:2].O.NN. Product: [NH2:15][C:13]1[CH:12]=[CH:11][C:5]2[CH2:6][CH2:7][CH2:8][C:9](=[O:10])[N:3]([CH2:1][CH3:2])[C:4]=2[CH:14]=1. The catalyst class is: 50.